From a dataset of NCI-60 drug combinations with 297,098 pairs across 59 cell lines. Regression. Given two drug SMILES strings and cell line genomic features, predict the synergy score measuring deviation from expected non-interaction effect. (1) Drug 1: C1=CC=C(C=C1)NC(=O)CCCCCCC(=O)NO. Drug 2: CC1C(C(CC(O1)OC2CC(OC(C2O)C)OC3=CC4=CC5=C(C(=O)C(C(C5)C(C(=O)C(C(C)O)O)OC)OC6CC(C(C(O6)C)O)OC7CC(C(C(O7)C)O)OC8CC(C(C(O8)C)O)(C)O)C(=C4C(=C3C)O)O)O)O. Cell line: UACC-257. Synergy scores: CSS=38.4, Synergy_ZIP=-2.44, Synergy_Bliss=0.539, Synergy_Loewe=-3.02, Synergy_HSA=-0.913. (2) Drug 1: CN(C)C1=NC(=NC(=N1)N(C)C)N(C)C. Drug 2: C1CN(P(=O)(OC1)NCCCl)CCCl. Cell line: CAKI-1. Synergy scores: CSS=-0.180, Synergy_ZIP=-0.954, Synergy_Bliss=-2.45, Synergy_Loewe=-2.06, Synergy_HSA=-2.75. (3) Drug 1: CNC(=O)C1=NC=CC(=C1)OC2=CC=C(C=C2)NC(=O)NC3=CC(=C(C=C3)Cl)C(F)(F)F. Drug 2: C1CN(CCN1C(=O)CCBr)C(=O)CCBr. Cell line: LOX IMVI. Synergy scores: CSS=44.1, Synergy_ZIP=12.9, Synergy_Bliss=13.1, Synergy_Loewe=12.3, Synergy_HSA=13.5. (4) Drug 1: COC1=C(C=C2C(=C1)N=CN=C2NC3=CC(=C(C=C3)F)Cl)OCCCN4CCOCC4. Drug 2: CC1OCC2C(O1)C(C(C(O2)OC3C4COC(=O)C4C(C5=CC6=C(C=C35)OCO6)C7=CC(=C(C(=C7)OC)O)OC)O)O. Cell line: SK-MEL-2. Synergy scores: CSS=44.0, Synergy_ZIP=4.78, Synergy_Bliss=7.17, Synergy_Loewe=8.75, Synergy_HSA=10.8. (5) Drug 1: COC1=NC(=NC2=C1N=CN2C3C(C(C(O3)CO)O)O)N. Drug 2: CN(C(=O)NC(C=O)C(C(C(CO)O)O)O)N=O. Cell line: SNB-19. Synergy scores: CSS=2.88, Synergy_ZIP=0.197, Synergy_Bliss=1.50, Synergy_Loewe=0.713, Synergy_HSA=-0.680. (6) Drug 1: CC(C)CN1C=NC2=C1C3=CC=CC=C3N=C2N. Drug 2: CC12CCC3C(C1CCC2OP(=O)(O)O)CCC4=C3C=CC(=C4)OC(=O)N(CCCl)CCCl.[Na+]. Cell line: OVCAR3. Synergy scores: CSS=-7.69, Synergy_ZIP=13.1, Synergy_Bliss=11.8, Synergy_Loewe=-14.8, Synergy_HSA=-12.7.